The task is: Predict the reactants needed to synthesize the given product.. This data is from Full USPTO retrosynthesis dataset with 1.9M reactions from patents (1976-2016). (1) Given the product [CH3:1][C:2]1[CH:11]=[CH:10][C:5]([C:6]2[O:7][CH:26]=[N:9][N:8]=2)=[CH:4][C:3]=1[C:12]1[CH:20]=[C:19]2[C:15]([C:16]3([CH2:25][CH2:24][CH2:23][CH2:22]3)[C:17](=[O:21])[NH:18]2)=[CH:14][CH:13]=1, predict the reactants needed to synthesize it. The reactants are: [CH3:1][C:2]1[CH:11]=[CH:10][C:5]([C:6]([NH:8][NH2:9])=[O:7])=[CH:4][C:3]=1[C:12]1[CH:20]=[C:19]2[C:15]([C:16]3([CH2:25][CH2:24][CH2:23][CH2:22]3)[C:17](=[O:21])[NH:18]2)=[CH:14][CH:13]=1.[CH3:26]OC(OC)OC.O. (2) The reactants are: [F:1][C:2]1[CH:3]=[CH:4][CH:5]=[C:6]2[C:10]=1[N:9]1[CH2:11][CH:12]([N:15]3[C:19]([CH3:20])=[C:18]([CH2:21][C:22]4[CH:27]=[CH:26][C:25]([F:28])=[CH:24][CH:23]=4)[N:17]=[N:16]3)[CH2:13][CH2:14][C:8]1=[C:7]2[CH2:29][C:30]([O:32]CC)=[O:31].[Li+].[OH-]. Given the product [F:1][C:2]1[CH:3]=[CH:4][CH:5]=[C:6]2[C:10]=1[N:9]1[CH2:11][CH:12]([N:15]3[C:19]([CH3:20])=[C:18]([CH2:21][C:22]4[CH:23]=[CH:24][C:25]([F:28])=[CH:26][CH:27]=4)[N:17]=[N:16]3)[CH2:13][CH2:14][C:8]1=[C:7]2[CH2:29][C:30]([OH:32])=[O:31], predict the reactants needed to synthesize it. (3) Given the product [CH:1]([N:4]1[C:8]2=[N:9][C:10]([C:19]3[CH:24]=[C:23]([CH:22]=[C:21]([O:30][CH3:31])[CH:20]=3)[O:25][CH2:26][CH:27]([OH:28])[CH2:29][NH:33][CH3:32])=[N:11][C:12]([N:13]3[CH2:18][CH2:17][O:16][CH2:15][CH2:14]3)=[C:7]2[CH:6]=[N:5]1)([CH3:2])[CH3:3], predict the reactants needed to synthesize it. The reactants are: [CH:1]([N:4]1[C:8]2=[N:9][C:10]([C:19]3[CH:24]=[C:23]([O:25][CH2:26][CH:27]4[CH2:29][O:28]4)[CH:22]=[C:21]([O:30][CH3:31])[CH:20]=3)=[N:11][C:12]([N:13]3[CH2:18][CH2:17][O:16][CH2:15][CH2:14]3)=[C:7]2[CH:6]=[N:5]1)([CH3:3])[CH3:2].[CH3:32][NH2:33]. (4) The reactants are: FC(F)(F)C(O)=O.[NH2:8][C@H:9]([C:19]1[C:24]([C:25]2[CH:26]=[C:27]([CH:31]=[CH:32][CH:33]=2)[C:28]([NH2:30])=[O:29])=[CH:23][CH:22]=[CH:21][N:20]=1)[CH2:10][C:11]1[CH:16]=[C:15]([F:17])[CH:14]=[C:13]([F:18])[CH:12]=1.[CH3:34][O:35][C:36]1[N:41]=[C:40]2[C:42]([CH2:45][C:46](O)=[O:47])=[CH:43][NH:44][C:39]2=[CH:38][C:37]=1[CH3:49]. Given the product [F:17][C:15]1[CH:16]=[C:11]([CH2:10][C@@H:9]([C:19]2[C:24]([C:25]3[CH:26]=[C:27]([CH:31]=[CH:32][CH:33]=3)[C:28]([NH2:30])=[O:29])=[CH:23][CH:22]=[CH:21][N:20]=2)[NH:8][C:46](=[O:47])[CH2:45][C:42]2[C:40]3=[N:41][C:36]([O:35][CH3:34])=[C:37]([CH3:49])[CH:38]=[C:39]3[NH:44][CH:43]=2)[CH:12]=[C:13]([F:18])[CH:14]=1, predict the reactants needed to synthesize it. (5) Given the product [Cl:36][S:6]([C:9]1[CH:17]=[C:16]2[C:12]([CH:13]=[CH:14][N:15]2[C:18]([O:20][C:21]([CH3:24])([CH3:23])[CH3:22])=[O:19])=[CH:11][CH:10]=1)(=[O:8])=[O:7], predict the reactants needed to synthesize it. The reactants are: COC(=O)CC[S:6]([C:9]1[CH:17]=[C:16]2[C:12]([CH:13]=[CH:14][N:15]2[C:18]([O:20][C:21]([CH3:24])([CH3:23])[CH3:22])=[O:19])=[CH:11][CH:10]=1)(=[O:8])=[O:7].C[O-].[Na+].C1C(=O)N([Cl:36])C(=O)C1.